From a dataset of NCI-60 drug combinations with 297,098 pairs across 59 cell lines. Regression. Given two drug SMILES strings and cell line genomic features, predict the synergy score measuring deviation from expected non-interaction effect. (1) Drug 1: C1=NC2=C(N1)C(=S)N=CN2. Drug 2: C(CN)CNCCSP(=O)(O)O. Cell line: T-47D. Synergy scores: CSS=7.83, Synergy_ZIP=-1.71, Synergy_Bliss=2.98, Synergy_Loewe=-0.441, Synergy_HSA=2.26. (2) Drug 1: C1=CC(=C2C(=C1NCCNCCO)C(=O)C3=C(C=CC(=C3C2=O)O)O)NCCNCCO. Drug 2: CC1=CC=C(C=C1)C2=CC(=NN2C3=CC=C(C=C3)S(=O)(=O)N)C(F)(F)F. Cell line: CCRF-CEM. Synergy scores: CSS=72.1, Synergy_ZIP=4.17, Synergy_Bliss=5.15, Synergy_Loewe=-3.25, Synergy_HSA=6.39. (3) Drug 2: C1=CC=C(C=C1)NC(=O)CCCCCCC(=O)NO. Synergy scores: CSS=72.6, Synergy_ZIP=0.924, Synergy_Bliss=1.01, Synergy_Loewe=0.821, Synergy_HSA=4.66. Drug 1: C1C(C(OC1N2C=NC3=C(N=C(N=C32)Cl)N)CO)O. Cell line: MOLT-4. (4) Drug 1: C1CCN(CC1)CCOC2=CC=C(C=C2)C(=O)C3=C(SC4=C3C=CC(=C4)O)C5=CC=C(C=C5)O. Drug 2: CCC(=C(C1=CC=CC=C1)C2=CC=C(C=C2)OCCN(C)C)C3=CC=CC=C3.C(C(=O)O)C(CC(=O)O)(C(=O)O)O. Cell line: SNB-19. Synergy scores: CSS=-1.33, Synergy_ZIP=0.795, Synergy_Bliss=2.00, Synergy_Loewe=0.00186, Synergy_HSA=-0.507. (5) Drug 1: CC1CCC2CC(C(=CC=CC=CC(CC(C(=O)C(C(C(=CC(C(=O)CC(OC(=O)C3CCCCN3C(=O)C(=O)C1(O2)O)C(C)CC4CCC(C(C4)OC)O)C)C)O)OC)C)C)C)OC. Drug 2: CC12CCC3C(C1CCC2OP(=O)(O)O)CCC4=C3C=CC(=C4)OC(=O)N(CCCl)CCCl.[Na+]. Cell line: A549. Synergy scores: CSS=40.3, Synergy_ZIP=3.10, Synergy_Bliss=5.51, Synergy_Loewe=-29.0, Synergy_HSA=8.47. (6) Drug 1: C1=CC(=CC=C1CC(C(=O)O)N)N(CCCl)CCCl.Cl. Drug 2: CC=C1C(=O)NC(C(=O)OC2CC(=O)NC(C(=O)NC(CSSCCC=C2)C(=O)N1)C(C)C)C(C)C. Cell line: HCT-15. Synergy scores: CSS=25.5, Synergy_ZIP=-2.07, Synergy_Bliss=6.45, Synergy_Loewe=1.91, Synergy_HSA=2.78.